Dataset: Full USPTO retrosynthesis dataset with 1.9M reactions from patents (1976-2016). Task: Predict the reactants needed to synthesize the given product. (1) The reactants are: [N:1]12[CH2:8][CH2:7][CH:4]([CH2:5][CH2:6]1)[CH:3]([O:9][C:10](=[O:23])[NH:11][C:12]([C:15]1[CH:20]=[CH:19][C:18]([F:21])=[C:17](Br)[CH:16]=1)([CH3:14])[CH3:13])[CH2:2]2.[N:24]1[CH:29]=[CH:28][CH:27]=[C:26](B(O)O)[CH:25]=1. Given the product [F:21][C:18]1[CH:19]=[CH:20][C:15]([C:12]([NH:11][C:10](=[O:23])[O:9][CH:3]2[CH:4]3[CH2:7][CH2:8][N:1]([CH2:6][CH2:5]3)[CH2:2]2)([CH3:14])[CH3:13])=[CH:16][C:17]=1[C:26]1[CH:25]=[N:24][CH:29]=[CH:28][CH:27]=1, predict the reactants needed to synthesize it. (2) Given the product [CH3:1][O:2][C:3]1[CH:4]=[C:5]2[C:9](=[CH:10][CH:11]=1)[NH:8][C:7](=[O:12])/[C:6]/2=[CH:13]/[C:15]1[CH:23]=[C:22]2[C:18]([C:19](/[CH:24]=[CH:25]/[C:26]([O:28][CH2:29][CH3:30])=[O:27])=[N:20][NH:21]2)=[CH:17][CH:16]=1, predict the reactants needed to synthesize it. The reactants are: [CH3:1][O:2][C:3]1[CH:4]=[C:5]2[C:9](=[CH:10][CH:11]=1)[NH:8][C:7](=[O:12])[CH2:6]2.[CH:13]([C:15]1[CH:23]=[C:22]2[C:18]([C:19](/[CH:24]=[CH:25]/[C:26]([O:28][CH2:29][CH3:30])=[O:27])=[N:20][NH:21]2)=[CH:17][CH:16]=1)=O. (3) Given the product [NH:34]1[CH2:35][CH2:36][CH2:37][CH:32]([CH2:31][O:30][C:26]2[CH:25]=[C:24]([C:20]3[N:19]=[C:18]([NH:17][C:13]4[CH:12]=[C:11]5[C:16](=[CH:15][CH:14]=4)[NH:8][N:9]=[CH:10]5)[CH:23]=[CH:22][N:21]=3)[CH:29]=[CH:28][CH:27]=2)[CH2:33]1, predict the reactants needed to synthesize it. The reactants are: C(OC([N:8]1[C:16]2[C:11](=[CH:12][C:13]([N:17](C(OC(C)(C)C)=O)[C:18]3[CH:23]=[CH:22][N:21]=[C:20]([C:24]4[CH:29]=[CH:28][CH:27]=[C:26]([O:30][CH2:31][CH:32]5[CH2:37][CH2:36][CH2:35][N:34](C(OC(C)(C)C)=O)[CH2:33]5)[CH:25]=4)[N:19]=3)=[CH:14][CH:15]=2)[CH:10]=[N:9]1)=O)(C)(C)C. (4) The reactants are: [CH2:1]([N:3]1[C:11]2[C:6](=[CH:7][CH:8]=[CH:9][CH:10]=2)[C:5]([CH:12]=O)=[CH:4]1)[CH3:2].[N+:14]([CH3:17])([O-:16])=[O:15].C([O-])(=O)C.[NH4+].C(OC(=O)C)C. Given the product [CH2:1]([N:3]1[C:11]2[C:6](=[CH:7][CH:8]=[CH:9][CH:10]=2)[C:5]([CH:12]=[CH:17][N+:14]([O-:16])=[O:15])=[CH:4]1)[CH3:2], predict the reactants needed to synthesize it. (5) The reactants are: [F:1][C:2]1[CH:7]=[CH:6][C:5]([NH2:8])=[C:4]([NH2:9])[CH:3]=1.[CH3:10][C:11]1[C:12]([N:16]=[C:17]=[S:18])=[CH:13][S:14][CH:15]=1. Given the product [NH2:8][C:5]1[CH:6]=[CH:7][C:2]([F:1])=[CH:3][C:4]=1[NH:9][C:17]([NH:16][C:12]1[C:11]([CH3:10])=[CH:15][S:14][CH:13]=1)=[S:18], predict the reactants needed to synthesize it.